From a dataset of Reaction yield outcomes from USPTO patents with 853,638 reactions. Predict the reaction yield, written as a fraction of the theoretical maximum amount of product (1.0 means a 100% yield; for example, 0.34 means a 34% yield). (1) The reactants are [C:1]([C:3]([C:15]#[N:16])=[CH:4][C:5]1[CH:6]=[CH:7][C:8]([OH:14])=[C:9]([CH:13]=1)[C:10]([OH:12])=O)#[N:2].[F:17][C:18]([F:31])([F:30])[C:19]1[CH:20]=[C:21]([CH:23]=[C:24]([C:26]([F:29])([F:28])[F:27])[CH:25]=1)[NH2:22]. No catalyst specified. The product is [F:17][C:18]([F:30])([F:31])[C:19]1[CH:20]=[C:21]([NH:22][C:10](=[O:12])[C:9]2[CH:13]=[C:5]([CH:4]=[C:3]([C:1]#[N:2])[C:15]#[N:16])[CH:6]=[CH:7][C:8]=2[OH:14])[CH:23]=[C:24]([C:26]([F:27])([F:29])[F:28])[CH:25]=1. The yield is 0.0910. (2) The yield is 0.550. The reactants are [C:1]([O:5][C:6]([NH:8][C@H:9]([CH2:14][C:15]1[CH:20]=[CH:19][CH:18]=[CH:17][C:16]=1[F:21])[CH2:10][C:11]([OH:13])=[O:12])=[O:7])([CH3:4])([CH3:3])[CH3:2].O[N:23]1[C:27](=[O:28])[CH2:26][CH2:25][C:24]1=[O:29].CCN=C=NCCCN(C)C. The product is [C:1]([O:5][C:6](=[O:7])[NH:8][C@H:9]([CH2:14][C:15]1[CH:20]=[CH:19][CH:18]=[CH:17][C:16]=1[F:21])[CH2:10][C:11]([O:13][N:23]1[C:27](=[O:28])[CH2:26][CH2:25][C:24]1=[O:29])=[O:12])([CH3:4])([CH3:2])[CH3:3]. The catalyst is C(Cl)Cl. (3) The reactants are [F:1][C:2]1[CH:34]=[CH:33][CH:32]=[CH:31][C:3]=1[CH2:4][N:5]1[C:9]([C:10]2[S:11][CH:12]=[CH:13][N:14]=2)=[N:8][C:7]([C:15]2[N:20]=[C:19]([NH2:21])[C:18]([N:22]=NC3C=CC=CC=3)=[C:17]([NH2:30])[N:16]=2)=[N:6]1.[OH-].[Na+].S(S([O-])=O)([O-])=O.[Na+].[Na+].CC#N.CO.C(Cl)Cl. The catalyst is CN(C=O)C.C(Cl)Cl. The product is [F:1][C:2]1[CH:34]=[CH:33][CH:32]=[CH:31][C:3]=1[CH2:4][N:5]1[C:9]([C:10]2[S:11][CH:12]=[CH:13][N:14]=2)=[N:8][C:7]([C:15]2[N:20]=[C:19]([NH2:21])[C:18]([NH2:22])=[C:17]([NH2:30])[N:16]=2)=[N:6]1. The yield is 0.890. (4) The reactants are [CH3:1][O:2][C:3]([NH2:5])=N.Cl.C[O:8][C:9](=O)[CH2:10][C:11]#[N:12].[CH3:14][O-].[Na+]. The catalyst is CO. The product is [CH3:1][O:2][CH:3]1[CH2:14][C:11](=[NH:12])[CH2:10][C:9](=[O:8])[NH:5]1. The yield is 0.760. (5) The reactants are S(Cl)([Cl:3])=O.[NH2:5][C:6]1[CH:7]=[C:8]([CH:12]=[CH:13][C:14]=1[O:15][CH3:16])[C:9]([OH:11])=[O:10].[CH3:17]O. No catalyst specified. The product is [ClH:3].[NH2:5][C:6]1[CH:7]=[C:8]([CH:12]=[CH:13][C:14]=1[O:15][CH3:16])[C:9]([O:11][CH3:17])=[O:10]. The yield is 0.960. (6) The reactants are C(=O)([O-])[O-].[K+].[K+].[CH:7]1([C:10]2[CH:14]=[CH:13][NH:12][N:11]=2)[CH2:9][CH2:8]1.Br[CH2:16][C:17]([O:19][CH2:20][CH3:21])=[O:18].Cl. The catalyst is CN(C=O)C. The product is [CH:7]1([C:10]2[CH:14]=[CH:13][N:12]([CH2:16][C:17]([O:19][CH2:20][CH3:21])=[O:18])[N:11]=2)[CH2:9][CH2:8]1. The yield is 0.420.